Dataset: Full USPTO retrosynthesis dataset with 1.9M reactions from patents (1976-2016). Task: Predict the reactants needed to synthesize the given product. (1) Given the product [CH3:1][O:2][C:3](=[O:6])[CH2:4][N:15]1[C:14]([C:13]([CH3:39])([CH3:38])[O:12][SiH2:11][C:7]([CH3:10])([CH3:9])[CH3:8])=[CH:18][N:17]=[CH:16]1, predict the reactants needed to synthesize it. The reactants are: [CH3:1][O:2][C:3](=[O:6])[CH2:4]Br.[C:7]([SiH2:11][O:12][C:13]([CH3:39])([CH3:38])[C:14]1[N:15]=[CH:16][N:17](C(C2C=CC=CC=2)(C2C=CC=CC=2)C2C=CC=CC=2)[CH:18]=1)([CH3:10])([CH3:9])[CH3:8]. (2) Given the product [Cl:1][C:2]1[CH:7]=[CH:6][C:5]([CH:8]([N:11]2[CH2:12][CH2:13][CH2:14][CH2:15]2)[CH2:9][NH2:10])=[CH:4][CH:3]=1, predict the reactants needed to synthesize it. The reactants are: [Cl:1][C:2]1[CH:7]=[CH:6][C:5]([CH:8]([N:11]2[CH2:15][CH2:14][CH2:13][CH2:12]2)[C:9]#[N:10])=[CH:4][CH:3]=1.[AlH4-].[Li+]. (3) The reactants are: [CH:1]1[CH:2]=[CH:3][N:4]2[CH2:10][C:9]3[CH:11]=[CH:12][CH:13]=[CH:14][C:8]=3[N:7]([C:15]([C:17]3[CH:22]=[C:21]([Cl:23])[C:20](I)=[CH:19][C:18]=3[O:25][CH3:26])=[O:16])[CH2:6][C:5]=12.B1(B2O[C:39]([CH3:42])(C)[C:38]([CH3:44])(C)O2)O[C:39](C)([CH3:42])[C:38](C)([CH3:44])O1.[C:45]([O-])(=O)[CH3:46].[K+]. Given the product [Cl:23][C:21]1[C:20]([C:38]2[CH2:39][CH2:42][CH2:46][CH2:45][CH:44]=2)=[CH:19][C:18]([O:25][CH3:26])=[C:17]([CH:22]=1)[C:15]([N:7]1[C:8]2[CH:14]=[CH:13][CH:12]=[CH:11][C:9]=2[CH2:10][N:4]2[CH:3]=[CH:2][CH:1]=[C:5]2[CH2:6]1)=[O:16], predict the reactants needed to synthesize it. (4) Given the product [CH2:1]([N:5]1[CH2:6][CH2:7][CH:8]([O:11][C:12]2[C:13]([CH3:22])=[CH:14][C:15]([C:16]([NH:45][C:46]3[CH:69]=[CH:68][C:49]([O:50][C:51]4[CH:56]=[CH:55][C:54]([NH:57][C:58]([NH:60][CH:61]([CH2:62][CH3:63])[CH2:64][CH3:65])=[O:59])=[CH:53][C:52]=4[O:66][CH3:67])=[CH:48][CH:47]=3)=[O:18])=[CH:19][C:20]=2[CH3:21])[CH2:9][CH2:10]1)[CH2:2][CH2:3][CH3:4], predict the reactants needed to synthesize it. The reactants are: [CH2:1]([N:5]1[CH2:10][CH2:9][CH:8]([O:11][C:12]2[C:20]([CH3:21])=[CH:19][C:15]([C:16]([OH:18])=O)=[CH:14][C:13]=2[CH3:22])[CH2:7][CH2:6]1)[CH2:2][CH2:3][CH3:4].[B-](F)(F)(F)F.CCOC(C(C#N)=NOC(N(C)C)=[N+](C)C)=O.[NH2:45][C:46]1[CH:69]=[CH:68][C:49]([O:50][C:51]2[CH:56]=[CH:55][C:54]([NH:57][C:58]([NH:60][CH:61]([CH2:64][CH3:65])[CH2:62][CH3:63])=[O:59])=[CH:53][C:52]=2[O:66][CH3:67])=[CH:48][CH:47]=1.